Predict the product of the given reaction. From a dataset of Forward reaction prediction with 1.9M reactions from USPTO patents (1976-2016). (1) Given the reactants [C:1]([C:5]1[N:10]=[C:9]([CH3:11])[C:8]([CH2:12][OH:13])=[CH:7][CH:6]=1)([CH3:4])([CH3:3])[CH3:2].C[N+]1([O-])CCOCC1, predict the reaction product. The product is: [C:1]([C:5]1[N:10]=[C:9]([CH3:11])[C:8]([CH:12]=[O:13])=[CH:7][CH:6]=1)([CH3:4])([CH3:2])[CH3:3]. (2) Given the reactants [CH2:1]([N:3]1[C:9]2[CH:10]=[CH:11][C:12]([N+:14]([O-])=O)=[CH:13][C:8]=2[O:7][CH2:6][CH2:5][CH2:4]1)[CH3:2], predict the reaction product. The product is: [CH2:1]([N:3]1[C:9]2[CH:10]=[CH:11][C:12]([NH2:14])=[CH:13][C:8]=2[O:7][CH2:6][CH2:5][CH2:4]1)[CH3:2]. (3) Given the reactants [C:1](N1C[C@@H](S)[C@H](N(C)S(C2C=CC(OC3C=CC=CC=3)=CC=2)(=O)=O)C1)(=O)N.[C:28]([N:35]1[CH2:39][C@@H:38]([S:40][C:41]([CH3:44])([CH3:43])[CH3:42])[C@H:37]([NH:45][S:46]([C:49]2[CH:54]=[CH:53][C:52]([O:55][C:56]3[CH:61]=[CH:60][CH:59]=[CH:58][CH:57]=3)=[CH:51][CH:50]=2)(=[O:48])=[O:47])[CH2:36]1)([O:30][C:31]([CH3:34])([CH3:33])[CH3:32])=[O:29].C(O[K])(C)(C)C.CI, predict the reaction product. The product is: [C:28]([N:35]1[CH2:39][C@@H:38]([S:40][C:41]([CH3:44])([CH3:43])[CH3:42])[C@H:37]([N:45]([CH3:1])[S:46]([C:49]2[CH:50]=[CH:51][C:52]([O:55][C:56]3[CH:61]=[CH:60][CH:59]=[CH:58][CH:57]=3)=[CH:53][CH:54]=2)(=[O:47])=[O:48])[CH2:36]1)([O:30][C:31]([CH3:32])([CH3:33])[CH3:34])=[O:29]. (4) Given the reactants [CH2:1]([NH:8][C:9]1[N:17]=[C:16](F)[N:15]=[C:14]2[C:10]=1[N:11]=[CH:12][N:13]2[CH:19]([CH3:21])[CH3:20])[C:2]1[CH:7]=[CH:6][CH:5]=[CH:4][CH:3]=1.CCN(C(C)C)C(C)C.[NH2:31][C@H:32]([CH2:37][CH3:38])[CH:33]([OH:36])[CH2:34][CH3:35].C(Cl)Cl.CCOCC.CO, predict the reaction product. The product is: [CH2:1]([NH:8][C:9]1[N:17]=[C:16]([NH:31][C@H:32]([CH2:37][CH3:38])[CH:33]([OH:36])[CH2:34][CH3:35])[N:15]=[C:14]2[C:10]=1[N:11]=[CH:12][N:13]2[CH:19]([CH3:21])[CH3:20])[C:2]1[CH:7]=[CH:6][CH:5]=[CH:4][CH:3]=1.